This data is from Forward reaction prediction with 1.9M reactions from USPTO patents (1976-2016). The task is: Predict the product of the given reaction. (1) Given the reactants [Br:1][C:2]1[CH:3]=[N:4][C:5]2[N:6]([N:8]=[C:9]([C:11]([OH:13])=O)[CH:10]=2)[CH:7]=1.[F:14][C:15]1[CH:24]=[C:23]2[C:18]([CH2:19][CH2:20][NH:21][CH:22]2[CH3:25])=[CH:17][CH:16]=1.C(Cl)CCl.C1C=CC2N(O)N=NC=2C=1, predict the reaction product. The product is: [Br:1][C:2]1[CH:3]=[N:4][C:5]2[N:6]([N:8]=[C:9]([C:11]([N:21]3[CH2:20][CH2:19][C:18]4[C:23](=[CH:24][C:15]([F:14])=[CH:16][CH:17]=4)[CH:22]3[CH3:25])=[O:13])[CH:10]=2)[CH:7]=1. (2) The product is: [Br:28][CH2:19][C:17]1[CH:16]=[CH:15][C:14]([CH3:21])=[C:13]([C:9]2[N:8]=[C:7]3[N:6]([CH3:22])[C:5](=[O:23])[N:4]([CH2:3][C:2]([CH3:25])([CH3:24])[CH3:1])[C:12]3=[CH:11][CH:10]=2)[CH:18]=1. Given the reactants [CH3:1][C:2]([CH3:25])([CH3:24])[CH2:3][N:4]1[C:12]2[C:7](=[N:8][C:9]([C:13]3[CH:18]=[C:17]([CH2:19]O)[CH:16]=[CH:15][C:14]=3[CH3:21])=[CH:10][CH:11]=2)[N:6]([CH3:22])[C:5]1=[O:23].P(Br)(Br)([Br:28])=O, predict the reaction product.